Dataset: Catalyst prediction with 721,799 reactions and 888 catalyst types from USPTO. Task: Predict which catalyst facilitates the given reaction. Reactant: [C:1](#[N:3])[CH3:2].C([Li])CCC.[CH3:9][N:10]([CH3:15])[C:11](=S)[S:12][CH3:13].CI. The catalyst class is: 56. Product: [CH3:9][N:10]([CH3:15])[C:11]([S:12][CH3:13])=[CH:2][C:1]#[N:3].